From a dataset of Forward reaction prediction with 1.9M reactions from USPTO patents (1976-2016). Predict the product of the given reaction. (1) Given the reactants [C:1]1([C@@H:7]2[CH2:9][C@H:8]2[C:10]([OH:12])=O)[CH:6]=[CH:5][CH:4]=[CH:3][CH:2]=1.CN(C(ON1N=NC2C=CC=CC1=2)=[N+](C)C)C.[B-](F)(F)(F)F.[CH2:35]([C@@H:39]1[NH:44][CH2:43][C@H:42]([CH2:45][CH:46]([CH3:48])[CH3:47])[NH:41][C:40]1=[O:49])[CH:36]([CH3:38])[CH3:37].CCN(C(C)C)C(C)C, predict the reaction product. The product is: [CH2:35]([C@@H:39]1[N:44]([C:10]([C@@H:8]2[CH2:9][C@H:7]2[C:1]2[CH:2]=[CH:3][CH:4]=[CH:5][CH:6]=2)=[O:12])[CH2:43][C@H:42]([CH2:45][CH:46]([CH3:48])[CH3:47])[NH:41][C:40]1=[O:49])[CH:36]([CH3:38])[CH3:37]. (2) The product is: [F:1][C:2]1[CH:37]=[CH:36][C:5]([O:6][C:7]2[C:8]([C:24]([NH2:26])=[O:25])=[C:9]([NH:15][C:16]3[CH:21]=[CH:20][C:19]([I:22])=[CH:18][C:17]=3[F:23])[N:10]([CH3:14])[C:11](=[O:13])[CH:12]=2)=[C:4]([CH3:38])[CH:3]=1. Given the reactants [F:1][C:2]1[CH:37]=[CH:36][C:5]([O:6][C:7]2[C:8]([C:24]([NH:26]CC3C=CC(OC)=CC=3)=[O:25])=[C:9]([NH:15][C:16]3[CH:21]=[CH:20][C:19]([I:22])=[CH:18][C:17]=3[F:23])[N:10]([CH3:14])[C:11](=[O:13])[CH:12]=2)=[C:4]([CH3:38])[CH:3]=1.[Cl-].[Al+3].[Cl-].[Cl-].ClCCl.O, predict the reaction product.